This data is from Full USPTO retrosynthesis dataset with 1.9M reactions from patents (1976-2016). The task is: Predict the reactants needed to synthesize the given product. (1) Given the product [NH2:1][C:2]([C:4]1[CH:5]=[N:6][C:7]2[C:12]([C:13]=1[NH:14][C:15]1[CH:16]=[CH:17][C:18]([C:25]3[O:26][CH:27]=[CH:28][CH:29]=3)=[C:19]([CH:24]=1)[C:20]([OH:22])=[O:21])=[CH:11][CH:10]=[C:9]([C:30]1[C:31]([O:38][CH3:39])=[N:32][C:33]([O:36][CH3:37])=[N:34][CH:35]=1)[CH:8]=2)=[O:3], predict the reactants needed to synthesize it. The reactants are: [NH2:1][C:2]([C:4]1[CH:5]=[N:6][C:7]2[C:12]([C:13]=1[NH:14][C:15]1[CH:16]=[CH:17][C:18]([C:25]3[O:26][CH:27]=[CH:28][CH:29]=3)=[C:19]([CH:24]=1)[C:20]([O:22]C)=[O:21])=[CH:11][CH:10]=[C:9]([C:30]1[C:31]([O:38][CH3:39])=[N:32][C:33]([O:36][CH3:37])=[N:34][CH:35]=1)[CH:8]=2)=[O:3].[OH-].[Na+]. (2) Given the product [C:30]([N:15]1[C:16]2[C:21](=[CH:20][C:19]([C:22]([O:24][CH2:25][CH3:26])=[O:23])=[CH:18][CH:17]=2)[CH:12]([NH:11][C:9]([O:8][CH2:1][C:2]2[CH:7]=[CH:6][CH:5]=[CH:4][CH:3]=2)=[O:10])[CH:13]([CH3:29])[CH:14]1[CH2:27][CH3:28])(=[O:32])[CH3:31], predict the reactants needed to synthesize it. The reactants are: [CH2:1]([O:8][C:9]([NH:11][CH:12]1[C:21]2[C:16](=[CH:17][CH:18]=[C:19]([C:22]([O:24][CH2:25][CH3:26])=[O:23])[CH:20]=2)[NH:15][CH:14]([CH2:27][CH3:28])[CH:13]1[CH3:29])=[O:10])[C:2]1[CH:7]=[CH:6][CH:5]=[CH:4][CH:3]=1.[C:30](OC(=O)C)(=[O:32])[CH3:31].[OH-].[Na+]. (3) Given the product [NH2:26][C:23]1[CH:24]=[CH:25][C:20]([O:19][C:13]2[C:12]3[C:17](=[CH:18][C:9]([OH:8])=[CH:10][CH:11]=3)[N:16]=[CH:15][CH:14]=2)=[C:21]([F:29])[CH:22]=1, predict the reactants needed to synthesize it. The reactants are: C([O:8][C:9]1[CH:18]=[C:17]2[C:12]([C:13]([O:19][C:20]3[CH:25]=[CH:24][C:23]([N+:26]([O-])=O)=[CH:22][C:21]=3[F:29])=[CH:14][CH:15]=[N:16]2)=[CH:11][CH:10]=1)C1C=CC=CC=1.C([O-])=O.[NH4+]. (4) Given the product [ClH:1].[ClH:1].[CH2:4]([N:11]1[CH2:15][CH2:14][CH:13]([NH:16][C:17]2[N:22]=[CH:21][C:20](/[CH:23]=[CH:24]/[C:25]([NH:27][OH:28])=[O:26])=[CH:19][CH:18]=2)[CH2:12]1)[C:5]1[CH:6]=[CH:7][CH:8]=[CH:9][CH:10]=1, predict the reactants needed to synthesize it. The reactants are: [ClH:1].CO.[CH2:4]([N:11]1[CH2:15][CH2:14][CH:13]([NH:16][C:17]2[N:22]=[CH:21][C:20](/[CH:23]=[CH:24]/[C:25]([NH:27][O:28]C3CCCCO3)=[O:26])=[CH:19][CH:18]=2)[CH2:12]1)[C:5]1[CH:10]=[CH:9][CH:8]=[CH:7][CH:6]=1.